Dataset: Forward reaction prediction with 1.9M reactions from USPTO patents (1976-2016). Task: Predict the product of the given reaction. Given the reactants [NH2:1][CH2:2][CH2:3][C:4]1[CH:9]=[CH:8][C:7]([C:10]2[CH:15]=[CH:14][C:13]([CH:16]([CH3:25])[CH2:17][NH:18][S:19]([CH:22]([CH3:24])[CH3:23])(=[O:21])=[O:20])=[CH:12][CH:11]=2)=[CH:6][CH:5]=1.[F:26][C:27]([F:39])([F:38])[C:28]1[CH:29]=[C:30]([S:34](Cl)(=[O:36])=[O:35])[CH:31]=[CH:32][CH:33]=1, predict the reaction product. The product is: [F:39][C:27]([F:26])([F:38])[C:28]1[CH:29]=[C:30]([S:34]([NH:1][CH2:2][CH2:3][C:4]2[CH:5]=[CH:6][C:7]([C:10]3[CH:15]=[CH:14][C:13]([CH:16]([CH3:25])[CH2:17][NH:18][S:19]([CH:22]([CH3:24])[CH3:23])(=[O:21])=[O:20])=[CH:12][CH:11]=3)=[CH:8][CH:9]=2)(=[O:35])=[O:36])[CH:31]=[CH:32][CH:33]=1.